This data is from Full USPTO retrosynthesis dataset with 1.9M reactions from patents (1976-2016). The task is: Predict the reactants needed to synthesize the given product. (1) Given the product [CH3:36][N:37]([CH3:50])[C:38]([C:40]1([C:43]2[CH:48]=[CH:47][CH:46]=[C:45]([C:16]3[CH:17]=[CH:18][C:13]([C@@H:11]([N:7]4[CH2:6][CH2:5][C@:4]([CH2:3][C:2]([OH:1])([CH3:35])[CH3:34])([C:28]5[CH:33]=[CH:32][CH:31]=[CH:30][CH:29]=5)[O:9][C:8]4=[O:10])[CH3:12])=[CH:14][CH:15]=3)[N:44]=2)[CH2:42][CH2:41]1)=[O:39], predict the reactants needed to synthesize it. The reactants are: [OH:1][C:2]([CH3:35])([CH3:34])[CH2:3][C@@:4]1([C:28]2[CH:33]=[CH:32][CH:31]=[CH:30][CH:29]=2)[O:9][C:8](=[O:10])[N:7]([C@H:11]([C:13]2[CH:18]=[CH:17][C:16](B3OC(C)(C)C(C)(C)O3)=[CH:15][CH:14]=2)[CH3:12])[CH2:6][CH2:5]1.[CH3:36][N:37]([CH3:50])[C:38]([C:40]1([C:43]2[CH:48]=[CH:47][CH:46]=[C:45](Br)[N:44]=2)[CH2:42][CH2:41]1)=[O:39]. (2) Given the product [CH3:1][O:2][C:3]1[CH:4]=[C:5]2[C:10](=[CH:11][CH:12]=1)[O:9][CH:8]([C:13]1[CH:14]=[CH:15][C:16]([O:19][CH2:20][C@@H:21]([N:23]3[CH2:27][CH2:26][C@@H:25]([CH3:28])[CH2:24]3)[CH3:22])=[CH:17][CH:18]=1)[CH:7]([C:54]1[CH:66]=[CH:65][C:57]([O:58][CH:59]3[CH2:64][CH2:63][CH2:62][CH2:61][O:60]3)=[CH:56][CH:55]=1)[C:6]2=[O:29], predict the reactants needed to synthesize it. The reactants are: [CH3:1][O:2][C:3]1[CH:4]=[C:5]2[C:10](=[CH:11][CH:12]=1)[O:9][CH:8]([C:13]1[CH:18]=[CH:17][C:16]([O:19][CH2:20][C@@H:21]([N:23]3[CH2:27][CH2:26][C@@H:25]([CH3:28])[CH2:24]3)[CH3:22])=[CH:15][CH:14]=1)[CH2:7][C:6]2=[O:29].F[B-](F)(F)F.C([PH+](C(C)(C)C)C(C)(C)C)(C)(C)C.C(=O)(O)[O-].[K+].Br[C:54]1[CH:66]=[CH:65][C:57]([O:58][CH:59]2[CH2:64][CH2:63][CH2:62][CH2:61][O:60]2)=[CH:56][CH:55]=1. (3) Given the product [NH:2]1[CH:3]=[C:4]([C:6]2[CH:22]=[CH:21][C:9]3[C:10]4[N:11]=[C:12]([C:18]([N:32]5[CH2:33][CH2:34][N:29]([C:24]6[CH:25]=[CH:26][CH:27]=[CH:28][N:23]=6)[CH2:30][CH2:31]5)=[O:20])[S:13][C:14]=4[CH2:15][CH2:16][O:17][C:8]=3[CH:7]=2)[CH:5]=[N:1]1, predict the reactants needed to synthesize it. The reactants are: [NH:1]1[CH:5]=[C:4]([C:6]2[CH:22]=[CH:21][C:9]3[C:10]4[N:11]=[C:12]([C:18]([OH:20])=O)[S:13][C:14]=4[CH2:15][CH2:16][O:17][C:8]=3[CH:7]=2)[CH:3]=[N:2]1.[N:23]1[CH:28]=[CH:27][CH:26]=[CH:25][C:24]=1[N:29]1[CH2:34][CH2:33][NH:32][CH2:31][CH2:30]1. (4) Given the product [CH3:1][O:2][C:3](=[O:20])[CH2:4][N:5]([C:13]1[CH:18]=[CH:17][C:16]([O:19][CH2:21][C:22]2[CH:27]=[CH:26][CH:25]=[CH:24][CH:23]=2)=[CH:15][CH:14]=1)[C:6]([O:8][C:9]([CH3:12])([CH3:10])[CH3:11])=[O:7], predict the reactants needed to synthesize it. The reactants are: [CH3:1][O:2][C:3](=[O:20])[CH2:4][N:5]([C:13]1[CH:18]=[CH:17][C:16]([OH:19])=[CH:15][CH:14]=1)[C:6]([O:8][C:9]([CH3:12])([CH3:11])[CH3:10])=[O:7].[CH2:21](Br)[C:22]1[CH:27]=[CH:26][CH:25]=[CH:24][CH:23]=1.C(=O)([O-])[O-].[K+].[K+].CC(C)=O. (5) The reactants are: [BrH:1].C1(P(C2C=CC=CC=2)C2C=CC=CC=2)C=CC=CC=1.C(=O)=O.CC(C)=O.[CH2:28]([O:30][C:31](=[O:46])[CH2:32][CH2:33][NH:34][C:35](=[O:45])[C:36]1[CH:41]=[CH:40][C:39]([CH:42]2[CH2:44][O:43]2)=[CH:38][CH:37]=1)[CH3:29].C(=O)(O)[O-].[Na+]. Given the product [CH2:28]([O:30][C:31](=[O:46])[CH2:32][CH2:33][NH:34][C:35](=[O:45])[C:36]1[CH:41]=[CH:40][C:39]([CH:42]([Br:1])[CH2:44][OH:43])=[CH:38][CH:37]=1)[CH3:29], predict the reactants needed to synthesize it.